Dataset: Catalyst prediction with 721,799 reactions and 888 catalyst types from USPTO. Task: Predict which catalyst facilitates the given reaction. (1) Reactant: Cl.[NH2:2][C:3]1[CH:31]=[CH:30][C:6]2[NH:7][C:8]([C:13]3[C:14](=[O:29])[C:15]([CH2:25][CH2:26][CH2:27][CH3:28])([CH3:24])[C:16]4[C:21]([C:22]=3[OH:23])=[CH:20][CH:19]=[CH:18][CH:17]=4)=[N:9][S:10](=[O:12])(=[O:11])[C:5]=2[CH:4]=1.[S:32](Cl)([CH3:35])(=[O:34])=[O:33].N1C=CC=CC=1. Product: [CH2:25]([C:15]1([CH3:24])[C:16]2[C:21](=[CH:20][CH:19]=[CH:18][CH:17]=2)[C:22]([OH:23])=[C:13]([C:8]2[NH:7][C:6]3[CH:30]=[CH:31][C:3]([NH:2][S:32]([CH3:35])(=[O:34])=[O:33])=[CH:4][C:5]=3[S:10](=[O:12])(=[O:11])[N:9]=2)[C:14]1=[O:29])[CH2:26][CH2:27][CH3:28]. The catalyst class is: 21. (2) The catalyst class is: 228. Product: [C:1]([O:27][CH2:26][C:24]([C@@H:23]1[C@:28]2([CH3:30])[C@H:20]([C@H:19]3[C@H:10]([C@@H:9]([OH:8])[CH2:29]2)[C@:11]2([CH3:32])[C:16](=[CH:15][C:14](=[O:31])[CH2:13][CH2:12]2)[CH2:17][CH2:18]3)[CH2:21][CH2:22]1)=[CH2:25])(=[O:3])[CH3:2]. Reactant: [C:1](OC(=O)C)(=[O:3])[CH3:2].[OH:8][C@H:9]1[CH2:29][C@@:28]2([CH3:30])[C@@H:20]([CH2:21][CH2:22][C@@H:23]2[C:24]([CH2:26][OH:27])=[CH2:25])[C@H:19]2[C@H:10]1[C@:11]1([CH3:32])[C:16]([CH2:17][CH2:18]2)=[CH:15][C:14](=[O:31])[CH2:13][CH2:12]1. (3) Reactant: [C:1]([C:4]1[C:9]([C:10]2[CH:15]=[CH:14][CH:13]=[CH:12][CH:11]=2)=[N:8][N:7]([CH2:16][CH3:17])[C:6](=[O:18])[C:5]=1[N+:19]([O-])=O)(=[O:3])[CH3:2].N[C:23]1[CH:28]=[CH:27][CH:26]=[C:25]([CH3:29])[CH:24]=1. Product: [C:1]([C:4]1[C:9]([C:10]2[CH:15]=[CH:14][CH:13]=[CH:12][CH:11]=2)=[N:8][N:7]([CH2:16][CH3:17])[C:6](=[O:18])[C:5]=1[NH:19][C:23]1[CH:28]=[CH:27][CH:26]=[C:25]([CH3:29])[CH:24]=1)(=[O:3])[CH3:2]. The catalyst class is: 8. (4) Reactant: [CH:1]12[O:9][CH:5]([CH2:6][NH:7][CH2:8]1)[CH2:4][N:3]([CH2:10][CH2:11][OH:12])[CH2:2]2.F[C:14]1[CH:19]=[CH:18][C:17]([N+:20]([O-:22])=[O:21])=[C:16]([O:23][CH3:24])[CH:15]=1.C(=O)([O-])[O-].[Cs+].[Cs+]. Product: [CH3:24][O:23][C:16]1[CH:15]=[C:14]([N:7]2[CH2:8][CH:1]3[O:9][CH:5]([CH2:4][N:3]([CH2:10][CH2:11][OH:12])[CH2:2]3)[CH2:6]2)[CH:19]=[CH:18][C:17]=1[N+:20]([O-:22])=[O:21]. The catalyst class is: 3. (5) Reactant: [C:1]([O:5][C:6]([NH:8][C@@H:9]1[CH2:11][C@H:10]1[C:12]1[CH:13]=[C:14]([CH:18]=[CH:19][C:20]=1[CH3:21])[C:15]([OH:17])=O)=[O:7])([CH3:4])([CH3:3])[CH3:2].[CH3:22][C:23]1[S:27][C:26]([NH2:28])=[N:25][N:24]=1.CN(C(ON1N=NC2C=CC=NC1=2)=[N+](C)C)C.F[P-](F)(F)(F)(F)F.C(=O)([O-])O.[Na+]. Product: [CH3:21][C:20]1[CH:19]=[CH:18][C:14]([C:15](=[O:17])[NH:28][C:26]2[S:27][C:23]([CH3:22])=[N:24][N:25]=2)=[CH:13][C:12]=1[C@@H:10]1[CH2:11][C@H:9]1[NH:8][C:6](=[O:7])[O:5][C:1]([CH3:2])([CH3:3])[CH3:4]. The catalyst class is: 338. (6) Reactant: [CH:1]1([CH2:7][C:8]2[CH:17]=[CH:16][C:11]([C:12](OC)=[O:13])=[CH:10][C:9]=2[C:18]([F:21])([F:20])[F:19])[CH2:6][CH2:5][CH2:4][CH2:3][CH2:2]1.[BH4-].[Li+].C1COCC1.Cl. Product: [CH:1]1([CH2:7][C:8]2[CH:17]=[CH:16][C:11]([CH2:12][OH:13])=[CH:10][C:9]=2[C:18]([F:19])([F:20])[F:21])[CH2:2][CH2:3][CH2:4][CH2:5][CH2:6]1. The catalyst class is: 38. (7) Reactant: [Br-].[CH2:2]([N+:18]1[CH:22]=[CH:21][N:20]([CH2:23][C:24]2[CH:29]=[CH:28][C:27]([C:30]3[O:31][C:32]([C:35]4[CH:40]=[CH:39][CH:38]=[CH:37][CH:36]=4)=[CH:33][N:34]=3)=[CH:26][CH:25]=2)[CH:19]=1)[CH2:3][CH2:4][CH2:5][CH2:6][CH2:7][CH2:8][CH2:9][CH2:10][CH2:11][CH2:12][CH2:13][CH2:14][CH2:15][CH2:16][CH3:17].[F:41][P-:42]([F:47])([F:46])([F:45])([F:44])[F:43].[K+]. Product: [F:41][P-:42]([F:47])([F:46])([F:45])([F:44])[F:43].[CH2:2]([N+:18]1[CH:22]=[CH:21][N:20]([CH2:23][C:24]2[CH:29]=[CH:28][C:27]([C:30]3[O:31][C:32]([C:35]4[CH:40]=[CH:39][CH:38]=[CH:37][CH:36]=4)=[CH:33][N:34]=3)=[CH:26][CH:25]=2)[CH:19]=1)[CH2:3][CH2:4][CH2:5][CH2:6][CH2:7][CH2:8][CH2:9][CH2:10][CH2:11][CH2:12][CH2:13][CH2:14][CH2:15][CH2:16][CH3:17]. The catalyst class is: 8. (8) Reactant: [Br:1][C:2]1[CH:3]=[C:4]([CH2:10][CH:11]([OH:14])[CH2:12][OH:13])[C:5]([O:8][CH3:9])=[CH:6][CH:7]=1.CO[C:17](OC)([CH3:19])[CH3:18].O.C1(C)C=CC(S(O)(=O)=O)=CC=1. Product: [Br:1][C:2]1[CH:3]=[C:4]([C:5]([O:8][CH3:9])=[CH:6][CH:7]=1)[CH2:10][CH:11]1[CH2:12][O:13][C:17]([CH3:19])([CH3:18])[O:14]1. The catalyst class is: 21.